From a dataset of Full USPTO retrosynthesis dataset with 1.9M reactions from patents (1976-2016). Predict the reactants needed to synthesize the given product. (1) Given the product [CH3:18][O:17][C:15]([C:10]1[CH:11]=[CH:12][C:13]2[C:14]3[C:2]([C:27]4[CH:26]=[CH:25][CH:24]=[C:23]([N:37]5[C:46](=[O:47])[C:45]6[C:40](=[CH:41][CH:42]=[CH:43][CH:44]=6)[N:39]=[CH:38]5)[C:22]=4[CH3:21])=[N:3][CH:4]=[C:5]([C:19]#[N:20])[C:6]=3[NH:7][C:8]=2[CH:9]=1)=[O:16], predict the reactants needed to synthesize it. The reactants are: Cl[C:2]1[C:14]2[C:13]3[CH:12]=[CH:11][C:10]([C:15]([O:17][CH3:18])=[O:16])=[CH:9][C:8]=3[NH:7][C:6]=2[C:5]([C:19]#[N:20])=[CH:4][N:3]=1.[CH3:21][C:22]1[C:27](B2OC(C)(C)C(C)(C)O2)=[CH:26][CH:25]=[CH:24][C:23]=1[N:37]1[C:46](=[O:47])[C:45]2[C:40](=[CH:41][CH:42]=[CH:43][CH:44]=2)[N:39]=[CH:38]1.C(=O)([O-])[O-].[Na+].[Na+]. (2) Given the product [CH2:43]([N:42]([CH2:45][CH3:46])[CH2:40][CH2:39][O:10][C:8]1[CH:9]=[CH:4][C:5]([CH2:12][CH2:13][CH2:14][NH:3][C:4]2[CH:9]=[C:8]([O:10][CH3:11])[CH:7]=[CH:6][C:5]=2[C@@H:12]2[CH2:21][CH2:20][C:19]3[CH:18]=[C:17]([OH:22])[CH:16]=[CH:15][C:14]=3[CH2:13]2)=[CH:6][CH:7]=1)[CH3:44], predict the reactants needed to synthesize it. The reactants are: C([N:3](C(=O)C1C=CC(O)=CC=1)[C:4]1[CH:9]=[C:8]([O:10][CH3:11])[CH:7]=[CH:6][C:5]=1[C@@H:12]1[CH2:21][CH2:20][C:19]2[CH:18]=[C:17]([O:22]C(=O)C(C)(C)C)[CH:16]=[CH:15][C:14]=2[CH2:13]1)C.Cl[CH2:39][C:40]([N:42]([CH2:45][CH3:46])[CH2:43][CH3:44])=O. (3) Given the product [CH3:11][C:10]1[CH:9]=[CH:8][C:4]([C:5]([O:7][CH2:13][CH2:14][O:15][Si:16]([CH:23]([CH3:25])[CH3:24])([CH:20]([CH3:22])[CH3:21])[CH:17]([CH3:19])[CH3:18])=[O:6])=[CH:3][C:2]=1[O:1][CH2:13][CH2:14][O:15][Si:16]([CH:20]([CH3:21])[CH3:22])([CH:17]([CH3:19])[CH3:18])[CH:23]([CH3:24])[CH3:25], predict the reactants needed to synthesize it. The reactants are: [OH:1][C:2]1[CH:3]=[C:4]([CH:8]=[CH:9][C:10]=1[CH3:11])[C:5]([OH:7])=[O:6].I[CH2:13][CH2:14][O:15][Si:16]([CH:23]([CH3:25])[CH3:24])([CH:20]([CH3:22])[CH3:21])[CH:17]([CH3:19])[CH3:18]. (4) Given the product [O:1]1[C:5]2[CH:6]=[CH:7][C:8]([C:10]3[O:24][C:16]([CH2:17][CH2:18][C:19]([O:21][CH2:22][CH3:23])=[O:20])=[N:13][N:14]=3)=[CH:9][C:4]=2[CH2:3][CH2:2]1, predict the reactants needed to synthesize it. The reactants are: [O:1]1[C:5]2[CH:6]=[CH:7][C:8]([C:10]3[NH:14][N:13]=NN=3)=[CH:9][C:4]=2[CH2:3][CH2:2]1.Cl[C:16](=[O:24])[CH2:17][CH2:18][C:19]([O:21][CH2:22][CH3:23])=[O:20]. (5) Given the product [NH2:41][C@@H:25]([C:26]1[CH:27]=[C:28]([C:2]2[CH:10]=[C:9]3[C:5]([CH2:6][CH2:7][CH:8]3[O:11][C:12]3[CH:17]=[CH:16][CH:15]=[CH:14][C:13]=3[CH2:18][C:19]([OH:21])=[O:20])=[CH:4][CH:3]=2)[CH:29]=[CH:30][CH:31]=1)[CH2:24][OH:23], predict the reactants needed to synthesize it. The reactants are: Br[C:2]1[CH:10]=[C:9]2[C:5]([CH2:6][CH2:7][CH:8]2[O:11][C:12]2[CH:17]=[CH:16][CH:15]=[CH:14][C:13]=2[CH2:18][C:19]([O:21]C)=[O:20])=[CH:4][CH:3]=1.[OH:23][CH2:24][C@@H:25]([NH:41]C(=O)OC(C)(C)C)[C:26]1[CH:31]=[CH:30][CH:29]=[C:28](B2OC(C)(C)C(C)(C)O2)[CH:27]=1. (6) Given the product [O:8]1[CH:4]=[N:15][C:10]([C:11]2([NH:16][C:43]([C:42]3[CH:41]=[C:40]([C:38]4[CH:39]=[C:34]5[C:33]([C:56]([NH:57][CH3:58])=[O:59])=[C:32]([C:29]6[CH:28]=[CH:27][C:26]([F:25])=[CH:31][CH:30]=6)[O:55][C:35]5=[N:36][C:37]=4[NH:49][CH2:50][C:51]([F:54])([F:53])[F:52])[CH:48]=[CH:47][CH:46]=3)=[O:45])[CH2:12][CH2:13][CH2:14]2)=[N:9]1, predict the reactants needed to synthesize it. The reactants are: CN([C:4]([O:8][N:9]1N=[N:16][C:11]2[CH:12]=[CH:13][CH:14]=[N:15][C:10]1=2)=[N+](C)C)C.F[P-](F)(F)(F)(F)F.[F:25][C:26]1[CH:31]=[CH:30][C:29]([C:32]2[O:55][C:35]3=[N:36][C:37]([NH:49][CH2:50][C:51]([F:54])([F:53])[F:52])=[C:38]([C:40]4[CH:41]=[C:42]([CH:46]=[CH:47][CH:48]=4)[C:43]([OH:45])=O)[CH:39]=[C:34]3[C:33]=2[C:56](=[O:59])[NH:57][CH3:58])=[CH:28][CH:27]=1.C(N(C(C)C)C(C)C)C.Cl.O1C=NC(C2(N)CCC2)=N1.